From a dataset of NCI-60 drug combinations with 297,098 pairs across 59 cell lines. Regression. Given two drug SMILES strings and cell line genomic features, predict the synergy score measuring deviation from expected non-interaction effect. (1) Drug 1: COC1=CC(=CC(=C1O)OC)C2C3C(COC3=O)C(C4=CC5=C(C=C24)OCO5)OC6C(C(C7C(O6)COC(O7)C8=CC=CS8)O)O. Drug 2: C1=NC2=C(N1)C(=S)N=C(N2)N. Cell line: U251. Synergy scores: CSS=57.6, Synergy_ZIP=-6.58, Synergy_Bliss=-3.93, Synergy_Loewe=-2.03, Synergy_HSA=1.99. (2) Drug 1: C1=C(C(=O)NC(=O)N1)F. Drug 2: CCCS(=O)(=O)NC1=C(C(=C(C=C1)F)C(=O)C2=CNC3=C2C=C(C=N3)C4=CC=C(C=C4)Cl)F. Cell line: NCI-H460. Synergy scores: CSS=40.6, Synergy_ZIP=-3.67, Synergy_Bliss=-12.2, Synergy_Loewe=-20.1, Synergy_HSA=-12.8.